Task: Predict the reactants needed to synthesize the given product.. Dataset: Full USPTO retrosynthesis dataset with 1.9M reactions from patents (1976-2016) (1) Given the product [Br:1][C:2]1[CH:10]=[C:9]2[C:5]([CH:6]=[CH:7][N:8]2[CH3:15])=[CH:4][C:3]=1[F:11], predict the reactants needed to synthesize it. The reactants are: [Br:1][C:2]1[CH:10]=[C:9]2[C:5]([CH:6]=[CH:7][NH:8]2)=[CH:4][C:3]=1[F:11].[H-].[Na+].I[CH3:15]. (2) Given the product [OH:25][CH2:24][C@@H:23]([N:20]1[CH2:19][C@@H:18]([CH3:36])[C@H:17]([CH2:37][N:38]([CH3:46])[C:39](=[O:45])[O:40][C:41]([CH3:42])([CH3:44])[CH3:43])[O:16][C:15]2[C:10]([NH:9][C:1](=[O:8])[C:2]3[CH:7]=[CH:6][N:5]=[CH:4][CH:3]=3)=[CH:11][CH:12]=[CH:13][C:14]=2[C:21]1=[O:22])[CH3:35], predict the reactants needed to synthesize it. The reactants are: [C:1]([NH:9][C:10]1[C:15]2[O:16][C@@H:17]([CH2:37][N:38]([CH3:46])[C:39](=[O:45])[O:40][C:41]([CH3:44])([CH3:43])[CH3:42])[C@H:18]([CH3:36])[CH2:19][N:20]([C@@H:23]([CH3:35])[CH2:24][O:25]CC3C=CC(OC)=CC=3)[C:21](=[O:22])[C:14]=2[CH:13]=[CH:12][CH:11]=1)(=[O:8])[C:2]1[CH:7]=[CH:6][N:5]=[CH:4][CH:3]=1.ClC1C(=O)C(C#N)=C(C#N)C(=O)C=1Cl. (3) Given the product [Cl:1][C:2]1[CH:7]=[CH:6][C:5]([CH:8]2[CH2:13][CH:12]([S:14]([C:17]3[CH:22]=[C:21]([C:23]([F:24])([F:26])[F:25])[CH:20]=[CH:19][C:18]=3[CH2:27][CH3:28])(=[O:15])=[O:16])[CH2:11][CH2:10][O:9]2)=[CH:4][CH:3]=1, predict the reactants needed to synthesize it. The reactants are: [Cl:1][C:2]1[CH:7]=[CH:6][C:5]([C@H:8]2[CH2:13][C@H:12]([S:14]([C:17]3[CH:22]=[C:21]([C:23]([F:26])([F:25])[F:24])[CH:20]=[CH:19][C:18]=3[CH3:27])(=[O:16])=[O:15])[CH2:11][CH2:10][O:9]2)=[CH:4][CH:3]=1.[CH3:28]C([O-])(C)C.[K+].CI. (4) Given the product [F:1][C:2]1[CH:3]=[CH:4][C:5]([O:10][C:11]2[CH:12]=[C:13]3[C:17](=[CH:18][CH:19]=2)[N:16]([CH2:20][CH:21]([CH3:23])[CH3:22])[N:15]=[CH:14]3)=[C:6]([CH:9]=1)[CH2:7][NH2:8], predict the reactants needed to synthesize it. The reactants are: [F:1][C:2]1[CH:3]=[CH:4][C:5]([O:10][C:11]2[CH:12]=[C:13]3[C:17](=[CH:18][CH:19]=2)[N:16]([CH2:20][CH:21]([CH3:23])[CH3:22])[N:15]=[CH:14]3)=[C:6]([CH:9]=1)[C:7]#[N:8].N#N.Cl. (5) The reactants are: [C:1]([C:3]1[CH:8]=[CH:7][N:6]2[CH:9]=[C:10]([CH2:12][N:13]([CH2:32][CH:33]3OCCO3)[C:14]([C:16]3[NH:17][CH:18]=[C:19]([C:21](=[O:31])[C:22]4[C:27]([F:28])=[CH:26][C:25]([F:29])=[CH:24][C:23]=4[F:30])[CH:20]=3)=[O:15])[N:11]=[C:5]2[CH:4]=1)#[N:2].CS(O)(=O)=[O:40]. Given the product [O:15]=[C:14]1[C:16]2[NH:17][CH:18]=[C:19]([C:21](=[O:31])[C:22]3[C:23]([F:30])=[CH:24][C:25]([F:29])=[CH:26][C:27]=3[F:28])[C:20]=2[CH:33]=[CH:32][N:13]1[CH2:12][C:10]1[N:11]=[C:5]2[CH:4]=[C:3]([C:1]([NH2:2])=[O:40])[CH:8]=[CH:7][N:6]2[CH:9]=1, predict the reactants needed to synthesize it. (6) Given the product [Cl:30][C:31]1[CH:38]=[CH:37][CH:36]=[CH:35][C:32]=1[CH2:33][C:2]1[CH:3]=[C:4]([NH:13][C:14]2[CH:19]=[CH:18][C:17]([CH2:20][N:21]3[CH2:26][CH2:25][O:24][CH2:23][CH2:22]3)=[CH:16][C:15]=2[O:27][CH3:28])[C:5]2[C:6]([N:12]=1)=[CH:7][N:8]=[N:9][C:10]=2[OH:11], predict the reactants needed to synthesize it. The reactants are: Cl[C:2]1[CH:3]=[C:4]([NH:13][C:14]2[CH:19]=[CH:18][C:17]([CH2:20][N:21]3[CH2:26][CH2:25][O:24][CH2:23][CH2:22]3)=[CH:16][C:15]=2[O:27][CH3:28])[C:5]2[C:10](=[O:11])[NH:9][N:8]=[CH:7][C:6]=2[N:12]=1.[Br-].[Cl:30][C:31]1[CH:38]=[CH:37][CH:36]=[CH:35][C:32]=1[CH2:33][Zn+]. (7) The reactants are: [CH2:1]([C:8]1[CH:15]=[CH:14][C:11]([CH2:12]O)=[CH:10][CH:9]=1)[C:2]1[CH:7]=[CH:6][CH:5]=[CH:4][CH:3]=1.O=S(Cl)[Cl:18]. Given the product [CH2:1]([C:8]1[CH:15]=[CH:14][C:11]([CH2:12][Cl:18])=[CH:10][CH:9]=1)[C:2]1[CH:7]=[CH:6][CH:5]=[CH:4][CH:3]=1, predict the reactants needed to synthesize it.